From a dataset of Full USPTO retrosynthesis dataset with 1.9M reactions from patents (1976-2016). Predict the reactants needed to synthesize the given product. Given the product [CH2:20]([O:27][C:2]1[C:3](=[O:19])[N:4]([CH2:10][C:11]2[CH:16]=[CH:15][C:14]([O:17][CH3:18])=[CH:13][CH:12]=2)[N:5]=[C:6]([CH2:8][OH:9])[CH:7]=1)[C:21]1[CH:26]=[CH:25][CH:24]=[CH:23][CH:22]=1, predict the reactants needed to synthesize it. The reactants are: Br[C:2]1[C:3](=[O:19])[N:4]([CH2:10][C:11]2[CH:16]=[CH:15][C:14]([O:17][CH3:18])=[CH:13][CH:12]=2)[N:5]=[C:6]([CH2:8][OH:9])[CH:7]=1.[CH2:20]([OH:27])[C:21]1[CH:26]=[CH:25][CH:24]=[CH:23][CH:22]=1.[OH-].[K+].